Dataset: hERG Central: cardiac toxicity at 1µM, 10µM, and general inhibition. Task: Predict hERG channel inhibition at various concentrations. The compound is COc1ccc(CNC(=O)c2cc3c(=O)n4ccccc4nc3n(Cc3cccnc3)c2=N)cc1. Results: hERG_inhib (hERG inhibition (general)): blocker.